From a dataset of Full USPTO retrosynthesis dataset with 1.9M reactions from patents (1976-2016). Predict the reactants needed to synthesize the given product. (1) Given the product [CH2:1]([NH:3][C:4]1[C:9]([CH:10]=[O:11])=[CH:8][N:7]=[C:6]([NH:12][C:13]2[CH:18]=[CH:17][CH:16]=[CH:15][CH:14]=2)[N:5]=1)[CH3:2], predict the reactants needed to synthesize it. The reactants are: [CH2:1]([NH:3][C:4]1[C:9]([CH2:10][OH:11])=[CH:8][N:7]=[C:6]([NH:12][C:13]2[CH:18]=[CH:17][CH:16]=[CH:15][CH:14]=2)[N:5]=1)[CH3:2]. (2) Given the product [Cl:10][C:11]1[CH:12]=[CH:13][C:14]([NH:19][C:18]([C:20]2[C:29]3[C:24](=[CH:25][CH:26]=[CH:27][CH:28]=3)[CH:23]=[CH:22][CH:21]=2)=[O:17])=[C:15]([C:16]([N:32]2[CH2:38][CH2:37][CH2:36][CH2:35][CH2:34][CH2:33]2)=[O:30])[CH:31]=1, predict the reactants needed to synthesize it. The reactants are: C(N(C(C)C)CC)(C)C.[Cl:10][C:11]1[CH:12]=[CH:13][C:14]2[N:19]=[C:18]([C:20]3[C:29]4[C:24](=[CH:25][CH:26]=[CH:27][CH:28]=4)[CH:23]=[CH:22][CH:21]=3)[O:17][C:16](=[O:30])[C:15]=2[CH:31]=1.[NH:32]1[CH2:38][CH2:37][CH2:36][CH2:35][CH2:34][CH2:33]1.